Task: Predict the reactants needed to synthesize the given product.. Dataset: Full USPTO retrosynthesis dataset with 1.9M reactions from patents (1976-2016) (1) Given the product [C:35]([N:38]1[CH2:43][CH2:42][CH:41]([NH:44][C:2]2[N:7]=[C:6]([C:8]3[S:12][C:11]([CH:13]([CH3:14])[CH3:15])=[N:10][C:9]=3[C:16]3[CH:17]=[CH:18][C:19]([F:34])=[C:20]([NH:22][S:23]([C:26]4[CH:31]=[C:30]([F:32])[CH:29]=[CH:28][C:27]=4[F:33])(=[O:24])=[O:25])[CH:21]=3)[CH:5]=[CH:4][N:3]=2)[CH2:40][CH2:39]1)(=[O:37])[CH3:36], predict the reactants needed to synthesize it. The reactants are: Cl[C:2]1[N:7]=[C:6]([C:8]2[S:12][C:11]([CH:13]([CH3:15])[CH3:14])=[N:10][C:9]=2[C:16]2[CH:17]=[CH:18][C:19]([F:34])=[C:20]([NH:22][S:23]([C:26]3[CH:31]=[C:30]([F:32])[CH:29]=[CH:28][C:27]=3[F:33])(=[O:25])=[O:24])[CH:21]=2)[CH:5]=[CH:4][N:3]=1.[C:35]([N:38]1[CH2:43][CH2:42][CH:41]([NH2:44])[CH2:40][CH2:39]1)(=[O:37])[CH3:36]. (2) The reactants are: [O:1]1[CH2:5][CH2:4][CH2:3][CH2:2]1.C[Mg]Br.[CH3:9][CH:10]([CH3:14])[CH2:11]C#C.O1CCCC1.C1OC1.[Cl-].[NH4+]. Given the product [CH3:9][CH:10]([CH3:14])[CH2:11][C:5]#[C:4][CH2:3][CH2:2][OH:1], predict the reactants needed to synthesize it. (3) Given the product [C:20]1([C:26]2[N:30]=[C:29]([N:31]3[CH2:36][CH2:35][N:34]([C:12]([NH:11][C:2]4[CH:3]=[CH:4][C:5]5[C:10](=[CH:9][CH:8]=[CH:7][CH:6]=5)[N:1]=4)=[O:19])[CH2:33][CH2:32]3)[S:28][N:27]=2)[CH:21]=[CH:22][CH:23]=[CH:24][CH:25]=1, predict the reactants needed to synthesize it. The reactants are: [N:1]1[C:10]2[C:5](=[CH:6][CH:7]=[CH:8][CH:9]=2)[CH:4]=[CH:3][C:2]=1[NH:11][C:12](=[O:19])OCC(Cl)(Cl)Cl.[C:20]1([C:26]2[N:30]=[C:29]([N:31]3[CH2:36][CH2:35][NH:34][CH2:33][CH2:32]3)[S:28][N:27]=2)[CH:25]=[CH:24][CH:23]=[CH:22][CH:21]=1.C(N(C(C)C)CC)(C)C.O. (4) Given the product [Cl:8][C:6]1[CH:5]=[CH:4][C:3]([C:9]2[CH:18]=[CH:17][CH:16]=[C:15]3[C:10]=2[CH:11]=[CH:12][C:13]([S:19]([NH:22][C:23]2[S:27][N:26]=[CH:25][N:24]=2)(=[O:21])=[O:20])=[CH:14]3)=[C:2]([C:39]2[N:35]([CH3:34])[N:36]=[CH:37][CH:38]=2)[CH:7]=1, predict the reactants needed to synthesize it. The reactants are: Br[C:2]1[CH:7]=[C:6]([Cl:8])[CH:5]=[CH:4][C:3]=1[C:9]1[CH:18]=[CH:17][CH:16]=[C:15]2[C:10]=1[CH:11]=[CH:12][C:13]([S:19]([NH:22][C:23]1[S:27][N:26]=[CH:25][N:24]=1)(=[O:21])=[O:20])=[CH:14]2.C(=O)([O-])[O-].[K+].[K+].[CH3:34][N:35]1[C:39](B(O)O)=[CH:38][CH:37]=[N:36]1.O1CCOCC1. (5) Given the product [NH2:18][C:19]1[S:23][C:22]([C:24]2[C:29]([F:30])=[CH:28][CH:27]=[CH:26][C:25]=2[F:31])=[N:21][C:20]=1[C:32]([NH:10][C:8]1[CH:7]=[N:6][N:5]([CH:3]2[CH2:4][O:1][CH2:2]2)[CH:9]=1)=[O:33], predict the reactants needed to synthesize it. The reactants are: [O:1]1[CH2:4][CH:3]([N:5]2[CH:9]=[C:8]([NH2:10])[CH:7]=[N:6]2)[CH2:2]1.C(OC([NH:18][C:19]1[S:23][C:22]([C:24]2[C:29]([F:30])=[CH:28][CH:27]=[CH:26][C:25]=2[F:31])=[N:21][C:20]=1[C:32](O)=[O:33])=O)(C)(C)C.CN(C(ON1N=NC2C=CC=NC1=2)=[N+](C)C)C.F[P-](F)(F)(F)(F)F.